From a dataset of Full USPTO retrosynthesis dataset with 1.9M reactions from patents (1976-2016). Predict the reactants needed to synthesize the given product. (1) Given the product [O:12]1[CH2:23][CH2:13][CH2:18][CH2:17][CH:16]1[O:24][CH2:25][CH2:26][C:5]1[CH:4]=[CH:3][C:2]([Br:1])=[CH:7][CH:6]=1, predict the reactants needed to synthesize it. The reactants are: [Br:1][C:2]1(OCC)[CH:7]=[CH:6][C:5](O)=[CH:4][CH2:3]1.[OH2:12].[C:13]1([CH3:23])[CH:18]=[CH:17][C:16](S(O)(=O)=O)=CC=1.[O:24]1CC[CH2:26][CH2:25]1. (2) Given the product [F:8][C:9]1[C:10]([NH:28][C:29]2[CH:30]=[C:31]([NH:35][S:36]([NH2:39])(=[O:37])=[O:38])[CH:32]=[CH:33][CH:34]=2)=[N:11][C:12]([NH:15][C:16]2[CH:17]=[C:18]([O:26][CH3:27])[C:19]([O:24][CH3:25])=[C:20]([O:22][CH3:23])[CH:21]=2)=[N:13][CH:14]=1, predict the reactants needed to synthesize it. The reactants are: C(O)(C(F)(F)F)=O.[F:8][C:9]1[C:10]([NH:28][C:29]2[CH:30]=[C:31]([NH:35][S:36]([NH:39]C(OC(C)(C)C)=O)(=[O:38])=[O:37])[CH:32]=[CH:33][CH:34]=2)=[N:11][C:12]([NH:15][C:16]2[CH:21]=[C:20]([O:22][CH3:23])[C:19]([O:24][CH3:25])=[C:18]([O:26][CH3:27])[CH:17]=2)=[N:13][CH:14]=1.